This data is from Forward reaction prediction with 1.9M reactions from USPTO patents (1976-2016). The task is: Predict the product of the given reaction. (1) Given the reactants C[O:2][C:3](=[O:18])[CH2:4][C@@H:5]([NH2:17])[CH2:6][C@H:7]([CH3:16])[CH2:8][CH2:9][CH:10]1[CH2:15][CH2:14][CH2:13][CH2:12][CH2:11]1, predict the reaction product. The product is: [NH2:17][C@@H:5]([CH2:6][C@H:7]([CH3:16])[CH2:8][CH2:9][CH:10]1[CH2:11][CH2:12][CH2:13][CH2:14][CH2:15]1)[CH2:4][C:3]([OH:18])=[O:2]. (2) Given the reactants CC1(C)C(=O)N(CC2C=CC=CC=2Cl)OC1.C1C=C(C(F)(F)F)C=C(OC2N=CC=CC=2C([NH:32][C:33]2[CH:34]=[CH:35][C:36](F)=[CH:37][C:38]=2F)=O)C=1.C1[N:50]([C:51]2[CH:56]=C(C(F)(F)F)C=C[CH:52]=2)[C:48](=[O:49])C(Cl)C1CCl.C1C=CC(C2N(C3C=CC(Cl)=C(COCC(F)(F)C(F)(F)F)C=3)N=C(C(N)=O)N=2)=CC=1.CN1C=C(C2C=CC=C(C(F)(F)F)C=2)C(=O)C(C2C=CC=CC=2)=C1.N1C=CC(C([O-])=O)=N1.C[S:128](C1C=CC(C(C2C(=O)CCCC2=O)=O)=C(Cl)C=1)(=[O:130])=[O:129], predict the reaction product. The product is: [CH3:52][CH:51]([N:50]1[S:128](=[O:130])(=[O:129])[NH:32][C:33]2[C:38](=[CH:37][CH:36]=[CH:35][CH:34]=2)[C:48]1=[O:49])[CH3:56].